From a dataset of Full USPTO retrosynthesis dataset with 1.9M reactions from patents (1976-2016). Predict the reactants needed to synthesize the given product. (1) Given the product [CH3:22][S:23]([C:26]1[S:30][C:29]([N:31]2[CH2:36][CH2:35][N:34]([C:10]([C:9]3[CH:13]=[C:5]([S:2]([CH3:1])(=[O:3])=[O:4])[CH:6]=[CH:7][C:8]=3[O:14][CH:15]([CH3:20])[C:16]([F:19])([F:18])[F:17])=[O:12])[CH2:33][CH2:32]2)=[N:28][CH:27]=1)(=[O:24])=[O:25], predict the reactants needed to synthesize it. The reactants are: [CH3:1][S:2]([C:5]1[CH:6]=[CH:7][C:8]([O:14][CH:15]([CH3:20])[C:16]([F:19])([F:18])[F:17])=[C:9]([CH:13]=1)[C:10]([OH:12])=O)(=[O:4])=[O:3].Cl.[CH3:22][S:23]([C:26]1[S:30][C:29]([N:31]2[CH2:36][CH2:35][NH:34][CH2:33][CH2:32]2)=[N:28][CH:27]=1)(=[O:25])=[O:24]. (2) Given the product [F:1][C:2]1[CH:3]=[C:4]([C:8]2([CH2:22][CH2:23][N:24]3[C@H:29]4[CH2:30][CH2:31][C@@H:25]3[CH2:26][CH:27]([N:32]3[C:36]5[CH:37]=[CH:38][CH:39]=[CH:40][C:35]=5[N:34]=[C:33]3[CH3:41])[CH2:28]4)[CH2:13][CH2:12][N:11]([C:14]([C:15]([NH:19][C:44](=[O:45])[C:43]([CH3:48])([CH3:47])[CH3:42])([CH3:20])[CH:16]([CH3:17])[CH3:18])=[O:21])[CH2:10][CH2:9]2)[CH:5]=[CH:6][CH:7]=1, predict the reactants needed to synthesize it. The reactants are: [F:1][C:2]1[CH:3]=[C:4]([C:8]2([CH2:22][CH2:23][N:24]3[C@H:29]4[CH2:30][CH2:31][C@@H:25]3[CH2:26][CH:27]([N:32]3[C:36]5[CH:37]=[CH:38][CH:39]=[CH:40][C:35]=5[N:34]=[C:33]3[CH3:41])[CH2:28]4)[CH2:13][CH2:12][N:11]([C:14](=[O:21])[C:15]([CH3:20])([NH2:19])[CH:16]([CH3:18])[CH3:17])[CH2:10][CH2:9]2)[CH:5]=[CH:6][CH:7]=1.[CH3:42][C:43]([CH3:48])([CH3:47])[C:44](Cl)=[O:45].CCN(C(C)C)C(C)C. (3) Given the product [NH2:24][C:7]1[CH:6]=[C:5]([C:3]([O:2][CH3:1])=[O:4])[CH:10]=[CH:9][C:8]=1[N:11]1[CH2:12][CH2:13][N:14]([C:17]([O:19][C:20]([CH3:23])([CH3:22])[CH3:21])=[O:18])[CH2:15][CH2:16]1, predict the reactants needed to synthesize it. The reactants are: [CH3:1][O:2][C:3]([C:5]1[CH:10]=[CH:9][C:8]([N:11]2[CH2:16][CH2:15][N:14]([C:17]([O:19][C:20]([CH3:23])([CH3:22])[CH3:21])=[O:18])[CH2:13][CH2:12]2)=[C:7]([N+:24]([O-])=O)[CH:6]=1)=[O:4].C(O)(=O)C.O. (4) The reactants are: Cl[C:2]([O:4][CH3:5])=[O:3].FC(F)(F)C(O)=O.[NH2:13][CH2:14][CH2:15][NH:16][C:17]1[N:26]=[C:25]([N:27]([C:29]2[CH:34]=[CH:33][C:32]([O:35][CH3:36])=[CH:31][CH:30]=2)[CH3:28])[C:24]2[C:19](=[CH:20][CH:21]=[C:22]([CH3:37])[CH:23]=2)[N:18]=1.CCN(C(C)C)C(C)C. Given the product [CH3:5][O:4][C:2](=[O:3])[NH:13][CH2:14][CH2:15][NH:16][C:17]1[N:26]=[C:25]([N:27]([C:29]2[CH:30]=[CH:31][C:32]([O:35][CH3:36])=[CH:33][CH:34]=2)[CH3:28])[C:24]2[C:19](=[CH:20][CH:21]=[C:22]([CH3:37])[CH:23]=2)[N:18]=1, predict the reactants needed to synthesize it.